This data is from Forward reaction prediction with 1.9M reactions from USPTO patents (1976-2016). The task is: Predict the product of the given reaction. (1) Given the reactants [Br:1][C:2]1[CH:10]=[CH:9][C:5]([C:6]([OH:8])=O)=[C:4]([S:11]([CH3:14])(=[O:13])=[O:12])[CH:3]=1.[C:15]([O:19][C:20]([N:22]1[CH2:27][CH2:26][NH:25][CH2:24][CH2:23]1)=[O:21])([CH3:18])([CH3:17])[CH3:16], predict the reaction product. The product is: [C:15]([O:19][C:20]([N:22]1[CH2:27][CH2:26][N:25]([C:6](=[O:8])[C:5]2[CH:9]=[CH:10][C:2]([Br:1])=[CH:3][C:4]=2[S:11]([CH3:14])(=[O:13])=[O:12])[CH2:24][CH2:23]1)=[O:21])([CH3:18])([CH3:16])[CH3:17]. (2) Given the reactants [CH3:1][S:2]([C:5]1[CH:10]=[CH:9][C:8]([C:11]2[N:16]=[CH:15][C:14]([OH:17])=[CH:13][CH:12]=2)=[CH:7][CH:6]=1)(=[O:4])=[O:3].CS(O[CH:23]([CH:25]1[CH2:30][CH2:29][N:28]([C:31]2[O:35][N:34]=[C:33]([CH:36]([CH3:38])[CH3:37])[N:32]=2)[CH2:27][CH2:26]1)[CH3:24])(=O)=O.C([O-])([O-])=O.[K+].[K+], predict the reaction product. The product is: [CH3:38][CH:36]([C:33]1[N:32]=[C:31]([N:28]2[CH2:27][CH2:26][CH:25]([CH:23]([O:17][C:14]3[CH:13]=[CH:12][C:11]([C:8]4[CH:7]=[CH:6][C:5]([S:2]([CH3:1])(=[O:4])=[O:3])=[CH:10][CH:9]=4)=[N:16][CH:15]=3)[CH3:24])[CH2:30][CH2:29]2)[O:35][N:34]=1)[CH3:37]. (3) Given the reactants C([O:5][C:6](=[O:35])[C:7]1[CH:12]=[CH:11][CH:10]=[C:9]([CH2:13][CH:14]([NH:28][C:29](=[O:32])[CH2:30][CH3:31])[B:15]2[O:23][CH:22]3[C:17]([CH3:27])([CH:18]4[CH2:24][CH:20]([CH2:21]3)[C:19]4([CH3:26])[CH3:25])[O:16]2)[C:8]=1[O:33][CH3:34])(C)(C)C.FC(F)(F)C(O)=O, predict the reaction product. The product is: [C:29]([NH:28][CH:14]([B:15]1[O:23][CH:22]2[C:17]([CH3:27])([CH:18]3[CH2:24][CH:20]([CH2:21]2)[C:19]3([CH3:26])[CH3:25])[O:16]1)[CH2:13][C:9]1[C:8]([O:33][CH3:34])=[C:7]([CH:12]=[CH:11][CH:10]=1)[C:6]([OH:35])=[O:5])(=[O:32])[CH2:30][CH3:31]. (4) Given the reactants [Cl:1][C:2]1[C:3]2[C:4]3[CH2:15][N:14]([CH3:16])[CH2:13][CH2:12][C:5]=3[NH:6][C:7]=2[C:8]([F:11])=[CH:9][CH:10]=1.[H-].[Na+].CC1C=CC(S(O[CH2:30][CH2:31][C:32]2[CH:33]=[N:34][C:35]([CH3:38])=[CH:36][CH:37]=2)(=O)=O)=CC=1, predict the reaction product. The product is: [Cl:1][C:2]1[C:3]2[C:4]3[CH2:15][N:14]([CH3:16])[CH2:13][CH2:12][C:5]=3[N:6]([CH2:30][CH2:31][C:32]3[CH:33]=[N:34][C:35]([CH3:38])=[CH:36][CH:37]=3)[C:7]=2[C:8]([F:11])=[CH:9][CH:10]=1. (5) Given the reactants [O:1]1[C:5]2[CH:6]=[CH:7][CH:8]=[CH:9][C:4]=2[N:3]=[C:2]1[C:10]1[CH:11]=[CH:12][C:13]([NH:17][CH:18]2[CH2:23][CH2:22][O:21][CH2:20][CH2:19]2)=[C:14]([CH:16]=1)[NH2:15].[N:24]1[CH:29]=[CH:28][CH:27]=[CH:26][C:25]=1[CH:30]=O.OOS([O-])=O.[K+].C(=O)([O-])[O-].[K+].[K+], predict the reaction product. The product is: [O:1]1[C:5]2[CH:6]=[CH:7][CH:8]=[CH:9][C:4]=2[N:3]=[C:2]1[C:10]1[CH:11]=[CH:12][C:13]2[N:17]([CH:18]3[CH2:23][CH2:22][O:21][CH2:20][CH2:19]3)[C:30]([C:25]3[CH:26]=[CH:27][CH:28]=[CH:29][N:24]=3)=[N:15][C:14]=2[CH:16]=1. (6) Given the reactants [CH3:1][CH:2]1[CH2:11][C:10]2[N:9]=[N:8][C:7]([C:12]3[CH:17]=[CH:16][CH:15]=[C:14]([C:18]([F:21])([F:20])[F:19])[CH:13]=3)=[CH:6][C:5]=2[CH:4]([O:22][C:23](OC2C=CC=CC=2)=[O:24])[CH2:3]1.[NH:32]1[CH2:37][CH2:36][O:35][CH2:34][CH2:33]1.[ClH:38].O1CCOCC1, predict the reaction product. The product is: [ClH:38].[CH3:1][CH:2]1[CH2:11][C:10]2[N:9]=[N:8][C:7]([C:12]3[CH:17]=[CH:16][CH:15]=[C:14]([C:18]([F:19])([F:20])[F:21])[CH:13]=3)=[CH:6][C:5]=2[CH:4]([O:22][C:23]([N:32]2[CH2:37][CH2:36][O:35][CH2:34][CH2:33]2)=[O:24])[CH2:3]1. (7) Given the reactants [CH3:1][O:2][C@H:3]1[CH2:8][C@@H:7]([NH:9][C:10]2[C:11]3[CH:18]=[CH:17][N:16]([C:19]([C:32]4[CH:37]=[CH:36][CH:35]=[CH:34][CH:33]=4)([C:26]4[CH:31]=[CH:30][CH:29]=[CH:28][CH:27]=4)[C:20]4[CH:25]=[CH:24][CH:23]=[CH:22][CH:21]=4)[C:12]=3[N:13]=[CH:14][N:15]=2)[CH2:6][N:5](C(OC(C)(C)C)=O)[CH2:4]1.Cl.O1CCOCC1.CCOC(C)=O, predict the reaction product. The product is: [CH3:1][O:2][C@@H:3]1[CH2:4][NH:5][CH2:6][C@H:7]([NH:9][C:10]2[C:11]3[CH:18]=[CH:17][N:16]([C:19]([C:26]4[CH:31]=[CH:30][CH:29]=[CH:28][CH:27]=4)([C:20]4[CH:21]=[CH:22][CH:23]=[CH:24][CH:25]=4)[C:32]4[CH:37]=[CH:36][CH:35]=[CH:34][CH:33]=4)[C:12]=3[N:13]=[CH:14][N:15]=2)[CH2:8]1. (8) Given the reactants [CH2:1]([O:3][C:4]1[CH:11]=[CH:10][C:7]([CH:8]=O)=[CH:6][N:5]=1)[CH3:2].[NH2:12][C:13]1[N:14]=[N:15][C:16]([CH3:19])=[CH:17][CH:18]=1.C([O:22][C:23](=O)[C:24]([OH:37])=[CH:25][C:26]([C:28]1[CH:33]=[CH:32][C:31]([CH:34]([CH3:36])[CH3:35])=[CH:30][CH:29]=1)=[O:27])C, predict the reaction product. The product is: [CH2:1]([O:3][C:4]1[N:5]=[CH:6][C:7]([CH:8]2[N:12]([C:13]3[N:14]=[N:15][C:16]([CH3:19])=[CH:17][CH:18]=3)[C:23](=[O:22])[C:24]([OH:37])=[C:25]2[C:26](=[O:27])[C:28]2[CH:29]=[CH:30][C:31]([CH:34]([CH3:35])[CH3:36])=[CH:32][CH:33]=2)=[CH:10][CH:11]=1)[CH3:2].